Dataset: Full USPTO retrosynthesis dataset with 1.9M reactions from patents (1976-2016). Task: Predict the reactants needed to synthesize the given product. Given the product [F:23][C:18]1[C:17]([C:13]2[CH:12]=[C:11]([N:9]3[CH:10]=[C:6]([C:4]([C:26]4[CH:31]=[CH:30][CH:29]=[C:28]([O:32][CH3:33])[CH:27]=4)=[O:5])[N:7]=[CH:8]3)[CH:16]=[CH:15][CH:14]=2)=[CH:22][CH:21]=[CH:20][N:19]=1, predict the reactants needed to synthesize it. The reactants are: CON(C)[C:4]([C:6]1[N:7]=[CH:8][N:9]([C:11]2[CH:16]=[CH:15][CH:14]=[C:13]([C:17]3[C:18]([F:23])=[N:19][CH:20]=[CH:21][CH:22]=3)[CH:12]=2)[CH:10]=1)=[O:5].Br[C:26]1[CH:27]=[C:28]([O:32][CH3:33])[CH:29]=[CH:30][CH:31]=1.